From a dataset of Catalyst prediction with 721,799 reactions and 888 catalyst types from USPTO. Predict which catalyst facilitates the given reaction. (1) Reactant: [CH:1]1([CH2:4][N:5]2[CH2:12][CH2:11][C@:10]3([CH2:15][CH2:16][O:17][C:18]4[CH:26]=[CH:25][C:21]([C:22]([OH:24])=[O:23])=[CH:20][CH:19]=4)[C@@H:13]([CH3:14])[C@H:6]2[CH2:7][C:8]2[CH:30]=[CH:29][C:28]([O:31]C)=[CH:27][C:9]=23)[CH2:3][CH2:2]1.B(Br)(Br)Br. Product: [CH:1]1([CH2:4][N:5]2[CH2:12][CH2:11][C@:10]3([CH2:15][CH2:16][O:17][C:18]4[CH:19]=[CH:20][C:21]([C:22]([OH:24])=[O:23])=[CH:25][CH:26]=4)[C@@H:13]([CH3:14])[C@H:6]2[CH2:7][C:8]2[CH:30]=[CH:29][C:28]([OH:31])=[CH:27][C:9]=23)[CH2:2][CH2:3]1. The catalyst class is: 2. (2) Reactant: [Cl:1][C:2]1[CH:7]=[CH:6][C:5]([N:8]2[CH2:12][CH2:11][C@@H:10]([NH:13]C(=O)OC(C)(C)C)[CH2:9]2)=[C:4]([CH:21]=[O:22])[CH:3]=1.Cl. Product: [NH2:13][C@@H:10]1[CH2:11][CH2:12][N:8]([C:5]2[CH:6]=[CH:7][C:2]([Cl:1])=[CH:3][C:4]=2[CH:21]=[O:22])[CH2:9]1. The catalyst class is: 5. (3) Reactant: [N:1]1[N:5]2[C:6]3[CH2:13][CH2:12][NH:11][CH2:10][C:7]=3[CH:8]=[N:9][C:4]2=[CH:3][CH:2]=1.[C:14]([O:18][C:19]([NH:21][C:22]1[CH:27]=[CH:26][CH:25]=[C:24](Br)[CH:23]=1)=[O:20])([CH3:17])([CH3:16])[CH3:15].COC1C=CC=C(OC)C=1C1C=CC=CC=1P(C1CCCCC1)C1CCCCC1.C([O-])([O-])=O.[Cs+].[Cs+]. Product: [N:1]1[N:5]2[C:6]3[CH2:13][CH2:12][N:11]([C:24]4[CH:23]=[C:22]([NH:21][C:19](=[O:20])[O:18][C:14]([CH3:16])([CH3:15])[CH3:17])[CH:27]=[CH:26][CH:25]=4)[CH2:10][C:7]=3[CH:8]=[N:9][C:4]2=[CH:3][CH:2]=1. The catalyst class is: 222. (4) Product: [Si:6]([O:13][C:14]1[CH:22]=[CH:21][C:17]2[CH:18]=[C:19]([B:23]([OH:28])[OH:24])[S:20][C:16]=2[CH:15]=1)([C:9]([CH3:12])([CH3:11])[CH3:10])([CH3:8])[CH3:7]. Reactant: C([Li])CCC.[Si:6]([O:13][C:14]1[CH:22]=[CH:21][C:17]2[CH:18]=[CH:19][S:20][C:16]=2[CH:15]=1)([C:9]([CH3:12])([CH3:11])[CH3:10])([CH3:8])[CH3:7].[B:23](OC(C)C)([O:28]C(C)C)[O:24]C(C)C.O. The catalyst class is: 392.